This data is from Forward reaction prediction with 1.9M reactions from USPTO patents (1976-2016). The task is: Predict the product of the given reaction. (1) The product is: [OH:17][C:16]1[C:6]2[C:1](=[CH:2][CH:3]=[CH:4][CH:5]=2)[C:7]([CH2:24][CH2:25][CH3:26])([CH2:21][CH2:22][CH3:23])[C:8](=[O:9])[C:10]=1[C:11]([O:13][CH2:14][CH3:15])=[O:12]. Given the reactants [C:1]1([C:7]([CH2:24][CH2:25][CH3:26])([CH2:21][CH2:22][CH3:23])[C:8]([CH:10]([C:16](OCC)=[O:17])[C:11]([O:13][CH2:14][CH3:15])=[O:12])=[O:9])[CH:6]=[CH:5][CH:4]=[CH:3][CH:2]=1.S(=O)(=O)(O)O, predict the reaction product. (2) Given the reactants [C:1]([C:5]1[CH:10]=[CH:9][C:8]([NH2:11])=[CH:7][CH:6]=1)([CH3:4])([CH3:3])[CH3:2].C1C(=O)N([Br:19])C(=O)C1, predict the reaction product. The product is: [Br:19][C:9]1[CH:10]=[C:5]([C:1]([CH3:4])([CH3:2])[CH3:3])[CH:6]=[CH:7][C:8]=1[NH2:11]. (3) Given the reactants [Li][CH2:2]CCC.C(N(C(C)C)C(C)C)(C)C.[CH:16]1([C:21]([O:23][CH2:24][CH3:25])=[O:22])[CH2:20][CH2:19][CH2:18][CH2:17]1.IC, predict the reaction product. The product is: [CH3:2][C:16]1([C:21]([O:23][CH2:24][CH3:25])=[O:22])[CH2:20][CH2:19][CH2:18][CH2:17]1. (4) Given the reactants [Cl:1][C:2]1[C:3](=[O:30])[N:4]([C:19]2[CH:24]=[C:23]([C:25](=O)[C:26]#[CH:27])[CH:22]=[CH:21][C:20]=2[CH3:29])[C:5]([CH3:18])=[N:6][C:7]=1[O:8][CH2:9][C:10]1[CH:15]=[CH:14][C:13]([F:16])=[CH:12][C:11]=1[F:17].Cl.[OH:32][C:33]([CH3:38])([CH3:37])[C:34]([NH2:36])=[NH:35].C(=O)([O-])[O-].[K+].[K+], predict the reaction product. The product is: [Cl:1][C:2]1[C:3](=[O:30])[N:4]([C:19]2[CH:24]=[C:23]([C:25]3[CH:26]=[CH:27][N:36]=[C:34]([C:33]([OH:32])([CH3:38])[CH3:37])[N:35]=3)[CH:22]=[CH:21][C:20]=2[CH3:29])[C:5]([CH3:18])=[N:6][C:7]=1[O:8][CH2:9][C:10]1[CH:15]=[CH:14][C:13]([F:16])=[CH:12][C:11]=1[F:17]. (5) Given the reactants [NH2:1][C:2]1[C:3]([C:10]#[N:11])=[N:4][N:5]([CH:7]([CH3:9])[CH3:8])[N:6]=1.F[C:13]1[CH:18]=[CH:17][CH:16]=[CH:15][C:14]=1[N+:19]([O-:21])=[O:20].O.[OH-].[Li+], predict the reaction product. The product is: [CH:7]([N:5]1[N:4]=[C:3]([C:10]#[N:11])[C:2]([NH:1][C:13]2[CH:18]=[CH:17][CH:16]=[CH:15][C:14]=2[N+:19]([O-:21])=[O:20])=[N:6]1)([CH3:9])[CH3:8].